This data is from TCR-epitope binding with 47,182 pairs between 192 epitopes and 23,139 TCRs. The task is: Binary Classification. Given a T-cell receptor sequence (or CDR3 region) and an epitope sequence, predict whether binding occurs between them. (1) The epitope is KLGGALQAK. The TCR CDR3 sequence is CASSYRTSGSNIQYF. Result: 1 (the TCR binds to the epitope). (2) The epitope is KEIDRLNEV. The TCR CDR3 sequence is CASSPEQGFQPQHF. Result: 0 (the TCR does not bind to the epitope). (3) Result: 0 (the TCR does not bind to the epitope). The TCR CDR3 sequence is CASSVTGAVETQYF. The epitope is FTISVTTEIL. (4) The epitope is FPRPWLHGL. The TCR CDR3 sequence is CASSSVDRNSYEQYF. Result: 1 (the TCR binds to the epitope). (5) The epitope is KLSYGIATV. The TCR CDR3 sequence is CATSGDSGSYEQYF. Result: 0 (the TCR does not bind to the epitope). (6) The epitope is KPLEFGATSAAL. The TCR CDR3 sequence is CASSQELWASGSYEQYF. Result: 1 (the TCR binds to the epitope). (7) The epitope is GILGFVFTL. The TCR CDR3 sequence is CASSLGKTSETEETQYF. Result: 1 (the TCR binds to the epitope).